This data is from Full USPTO retrosynthesis dataset with 1.9M reactions from patents (1976-2016). The task is: Predict the reactants needed to synthesize the given product. (1) Given the product [N+:9]([C:7]1[CH:6]=[CH:5][C:4]([O:12][C:19](=[O:21])[CH3:20])=[C:3]([O:2][CH3:1])[CH:8]=1)([O-:11])=[O:10], predict the reactants needed to synthesize it. The reactants are: [CH3:1][O:2][C:3]1[CH:8]=[C:7]([N+:9]([O-:11])=[O:10])[CH:6]=[CH:5][C:4]=1[OH:12].N1C=CC=CC=1.[C:19](OC(=O)C)(=[O:21])[CH3:20]. (2) Given the product [ClH:48].[CH3:24][O:23][C:22]1[CH:21]=[CH:20][C:19]([C:25]2[CH:30]=[CH:29][C:28]([S:31](=[O:34])(=[O:33])[NH2:32])=[CH:27][CH:26]=2)=[CH:18][C:17]=1[CH2:16][N:15]([CH:12]1[CH2:13][CH2:14][CH:9]([NH:7][CH3:6])[CH2:10][CH2:11]1)[C:35]([C:37]1[S:41][C:40]2[C:42]([F:47])=[CH:43][CH:44]=[C:45]([F:46])[C:39]=2[C:38]=1[Cl:48])=[O:36], predict the reactants needed to synthesize it. The reactants are: C(O[C:6](=O)[N:7]([CH:9]1[CH2:14][CH2:13][CH:12]([N:15]([C:35]([C:37]2[S:41][C:40]3[C:42]([F:47])=[CH:43][CH:44]=[C:45]([F:46])[C:39]=3[C:38]=2[Cl:48])=[O:36])[CH2:16][C:17]2[CH:18]=[C:19]([C:25]3[CH:30]=[CH:29][C:28]([S:31](=[O:34])(=[O:33])[NH2:32])=[CH:27][CH:26]=3)[CH:20]=[CH:21][C:22]=2[O:23][CH3:24])[CH2:11][CH2:10]1)C)(C)(C)C.CC(OC)(C)C. (3) Given the product [CH2:26]([N:21]1[C:22]2[C:18](=[CH:17][C:16]([N:12]3[CH2:11][C@H:10]([CH2:9][NH:8][C:1](=[O:3])[CH3:2])[O:14][C:13]3=[O:15])=[CH:24][C:23]=2[F:25])[CH2:19][C:20]1=[O:28])[CH3:27], predict the reactants needed to synthesize it. The reactants are: [C:1](OC(=O)C)(=[O:3])[CH3:2].[NH2:8][CH2:9][C@H:10]1[O:14][C:13](=[O:15])[N:12]([C:16]2[CH:17]=[C:18]3[C:22](=[C:23]([F:25])[CH:24]=2)[N:21]([CH2:26][CH3:27])[C:20](=[O:28])[CH2:19]3)[CH2:11]1.C(N(CC)C(C)C)(C)C.